This data is from Serine/threonine kinase 33 screen with 319,792 compounds. The task is: Binary Classification. Given a drug SMILES string, predict its activity (active/inactive) in a high-throughput screening assay against a specified biological target. (1) The molecule is OCCN1CCN(CC1)c1n/c([nH]c2c1cccc2)=C1\C(=O)C=CC=C1. The result is 1 (active). (2) The molecule is O=C(N1CCN(CC1)c1ccc(OC)cc1)COC(=O)CCOc1ccc(OCC)cc1. The result is 0 (inactive). (3) The compound is S(c1n(c(nn1)C(C)C)CC)CC(=O)Nc1sc(c(n1)C)C(OCC)=O. The result is 0 (inactive). (4) The molecule is s1c(CCOC(=O)c2ccc([N+]([O-])=O)cc2)c([nH+]c1)C. The result is 0 (inactive). (5) The molecule is S(=O)(=O)(N(c1ccccc1)C)c1c2c(nccc2)c(OC)cc1. The result is 0 (inactive). (6) The drug is S(c1n(CCc2ccccc2)c2c(n(c(=O)[nH]c2=O)C)n1)c1sc(nn1)C. The result is 0 (inactive). (7) The drug is O=c1n(c(=O)nc2n(nc(nc12)c1ncccc1)C)C. The result is 0 (inactive). (8) The molecule is S(=O)(=O)(Nc1noc(c1)C)c1ccc(NC(=O)C(c2ccccc2)c2ccccc2)cc1. The result is 0 (inactive).